This data is from Peptide-MHC class I binding affinity with 185,985 pairs from IEDB/IMGT. The task is: Regression. Given a peptide amino acid sequence and an MHC pseudo amino acid sequence, predict their binding affinity value. This is MHC class I binding data. (1) The peptide sequence is LTYSQLMTLK. The MHC is HLA-A03:01 with pseudo-sequence HLA-A03:01. The binding affinity (normalized) is 0.686. (2) The peptide sequence is YFTFDLTAL. The MHC is HLA-A02:03 with pseudo-sequence HLA-A02:03. The binding affinity (normalized) is 0.0847. (3) The peptide sequence is AGFTAGLTY. The MHC is HLA-A23:01 with pseudo-sequence HLA-A23:01. The binding affinity (normalized) is 0.174. (4) The peptide sequence is TPKYKFVRI. The MHC is HLA-B07:02 with pseudo-sequence HLA-B07:02. The binding affinity (normalized) is 0.149. (5) The peptide sequence is IVAPYLFWL. The MHC is HLA-B07:02 with pseudo-sequence HLA-B07:02. The binding affinity (normalized) is 0.213. (6) The peptide sequence is EFIYWDWLY. The MHC is HLA-A01:01 with pseudo-sequence HLA-A01:01. The binding affinity (normalized) is 0.0847.